Dataset: Catalyst prediction with 721,799 reactions and 888 catalyst types from USPTO. Task: Predict which catalyst facilitates the given reaction. Reactant: [N:1]([CH2:4][CH:5]1[C:9]([C:10]2[CH:15]=[C:14]([F:16])[CH:13]=[CH:12][C:11]=2[F:17])=[CH:8][CH:7]([C:18]2[CH:23]=[CH:22][CH:21]=[CH:20][CH:19]=2)[N:6]1[C:24](OC(C)(C)C)=O)=[N+]=[N-].C1(P(C2C=CC=CC=2)C2C=CC=CC=2)C=CC=CC=1.ClC[C:52](Cl)=[O:53].C(N(CC)CC)C. Product: [F:17][C:11]1[CH:12]=[CH:13][C:14]([F:16])=[CH:15][C:10]=1[C:9]1[CH:5]2[CH2:4][NH:1][C:52](=[O:53])[CH2:24][N:6]2[CH:7]([C:18]2[CH:23]=[CH:22][CH:21]=[CH:20][CH:19]=2)[CH:8]=1. The catalyst class is: 76.